From a dataset of Forward reaction prediction with 1.9M reactions from USPTO patents (1976-2016). Predict the product of the given reaction. (1) Given the reactants C(OC(=O)[NH:7][C@H:8]1[CH2:13][CH2:12][C@H:11]([CH2:14][NH:15][C:16]2[C:21]([N+:22]([O-:24])=[O:23])=[CH:20][N:19]=[C:18]([NH:25][CH2:26][C:27]3[C:28]([CH3:41])=[C:29]([C:33]4[CH:38]=[CH:37][CH:36]=[C:35]([CH2:39][NH2:40])[CH:34]=4)[CH:30]=[CH:31][CH:32]=3)[N:17]=2)[CH2:10][CH2:9]1)(C)(C)C.Cl.O1CCOCC1, predict the reaction product. The product is: [NH2:7][C@H:8]1[CH2:13][CH2:12][C@H:11]([CH2:14][NH:15][C:16]2[C:21]([N+:22]([O-:24])=[O:23])=[CH:20][N:19]=[C:18]([NH:25][CH2:26][C:27]3[C:28]([CH3:41])=[C:29]([C:33]4[CH:38]=[CH:37][CH:36]=[C:35]([CH2:39][NH2:40])[CH:34]=4)[CH:30]=[CH:31][CH:32]=3)[N:17]=2)[CH2:10][CH2:9]1. (2) Given the reactants [Cl:1][C:2]1[CH:16]=[C:15]([Cl:17])[CH:14]=[CH:13][C:3]=1[O:4][CH2:5][CH2:6][CH2:7][C:8]([O:10]CC)=[O:9].O[Li].O, predict the reaction product. The product is: [Cl:1][C:2]1[CH:16]=[C:15]([Cl:17])[CH:14]=[CH:13][C:3]=1[O:4][CH2:5][CH2:6][CH2:7][C:8]([OH:10])=[O:9]. (3) Given the reactants [CH2:1]([S:3][CH2:4][N:5]1[C:14]2[C:9](=[CH:10][CH:11]=[CH:12][N:13]=2)[CH:8]=[C:7]([C:15](O)=[O:16])[C:6]1=[O:18])[CH3:2].C(Cl)(=O)C([Cl:22])=O.CN(C)C=O, predict the reaction product. The product is: [CH2:1]([S:3][CH2:4][N:5]1[C:14]2[C:9](=[CH:10][CH:11]=[CH:12][N:13]=2)[CH:8]=[C:7]([C:15]([Cl:22])=[O:16])[C:6]1=[O:18])[CH3:2].